This data is from Reaction yield outcomes from USPTO patents with 853,638 reactions. The task is: Predict the reaction yield, written as a fraction of the theoretical maximum amount of product (1.0 means a 100% yield; for example, 0.34 means a 34% yield). (1) The product is [CH3:1][O:2][C:3]([C:5]1[CH:14]=[C:13]2[C:8]([CH:9]=[CH:10][N:11]([CH2:28][C:25]3[CH:24]=[CH:23][C:22]([C:21]([O:20][C:16]([CH3:19])([CH3:18])[CH3:17])=[O:30])=[CH:27][CH:26]=3)[C:12]2=[O:15])=[CH:7][CH:6]=1)=[O:4]. The reactants are [CH3:1][O:2][C:3]([C:5]1[CH:14]=[C:13]2[C:8]([CH:9]=[CH:10][NH:11][C:12]2=[O:15])=[CH:7][CH:6]=1)=[O:4].[C:16]([O:20][C:21](=[O:30])[C:22]1[CH:27]=[CH:26][C:25]([CH2:28]Br)=[CH:24][CH:23]=1)([CH3:19])([CH3:18])[CH3:17]. The yield is 0.966. No catalyst specified. (2) The reactants are [CH:1]([C:3]1[CH:8]=[CH:7][C:6]([C:9]2[C:10]([C:15]#[N:16])=[CH:11][CH:12]=[CH:13][CH:14]=2)=[CH:5][C:4]=1[C:17]([F:20])([F:19])[F:18])=[O:2].[BH4-].[Na+]. The catalyst is CO. The product is [OH:2][CH2:1][C:3]1[CH:8]=[CH:7][C:6]([C:9]2[C:10]([C:15]#[N:16])=[CH:11][CH:12]=[CH:13][CH:14]=2)=[CH:5][C:4]=1[C:17]([F:18])([F:19])[F:20]. The yield is 0.950. (3) The reactants are [NH2:1][C:2]1[C:7]2=[C:8]([C:13]3[CH:18]=[CH:17][C:16]([NH2:19])=[CH:15][CH:14]=3)[CH:9]=[C:10]([CH2:11][OH:12])[N:6]2[N:5]=[CH:4][N:3]=1.C1([O:26][C:27](=O)[NH:28][C:29]2[CH:34]=[CH:33][CH:32]=[C:31]([C:35]([F:38])([F:37])[F:36])[N:30]=2)C=CC=CC=1.C(N(CC)CC)C. The catalyst is CN(C=O)C. The product is [NH2:1][C:2]1[C:7]2=[C:8]([C:13]3[CH:18]=[CH:17][C:16]([NH:19][C:27]([NH:28][C:29]4[CH:34]=[CH:33][CH:32]=[C:31]([C:35]([F:37])([F:36])[F:38])[N:30]=4)=[O:26])=[CH:15][CH:14]=3)[CH:9]=[C:10]([CH2:11][OH:12])[N:6]2[N:5]=[CH:4][N:3]=1. The yield is 0.0700. (4) The reactants are [CH2:1]([O:8][C:9](=[O:27])[C@@H:10]([NH:19][C:20]([O:22]C(C)(C)C)=O)[CH2:11][CH2:12][C:13]1[CH:18]=[CH:17][CH:16]=[CH:15][CH:14]=1)[C:2]1[CH:7]=[CH:6][CH:5]=[CH:4][CH:3]=1.FC(F)(F)C(O)=O.C(N(CC)C(C)C)(C)C.[C:44]([NH:51][C@H:52](C(O)=O)[CH3:53])([O:46][C:47]([CH3:50])([CH3:49])[CH3:48])=[O:45].CN(C(ON1N=NC2C=CC=NC1=2)=[N+](C)C)C.F[P-](F)(F)(F)(F)F. The catalyst is ClCCl. The product is [CH2:1]([O:8][C:9](=[O:27])[C@@H:10]([NH:19][C:20](=[O:22])[C@@H:52]([NH:51][C:44]([O:46][C:47]([CH3:50])([CH3:49])[CH3:48])=[O:45])[CH3:53])[CH2:11][CH2:12][C:13]1[CH:14]=[CH:15][CH:16]=[CH:17][CH:18]=1)[C:2]1[CH:3]=[CH:4][CH:5]=[CH:6][CH:7]=1. The yield is 0.150. (5) The reactants are Br[CH2:2][C:3]1[CH:12]=[C:11]2[C:6]([C:7](Cl)=[CH:8][C:9]([C:13]#[N:14])=[N:10]2)=[CH:5][CH:4]=1.[CH:16]1([C:19]2[N:24]=[CH:23][C:22](B3OC(C)(C)C(C)(C)O3)=[CH:21][N:20]=2)[CH2:18][CH2:17]1.[O-]P([O-])([O-])=O.[K+].[K+].[K+].[CH3:42][N:43]1[CH:47]=[C:46](B2OC(C)(C)C(C)(C)O2)[CH:45]=[N:44]1. The catalyst is O1CCOCC1.O.C1C=CC(P(C2C=CC=CC=2)[C-]2C=CC=C2)=CC=1.C1C=CC(P(C2C=CC=CC=2)[C-]2C=CC=C2)=CC=1.Cl[Pd]Cl.[Fe+2].C(Cl)Cl. The product is [CH:16]1([C:19]2[N:20]=[CH:21][C:22]([CH2:2][C:3]3[CH:12]=[C:11]4[C:6]([C:7]([C:46]5[CH:45]=[N:44][N:43]([CH3:42])[CH:47]=5)=[CH:8][C:9]([C:13]#[N:14])=[N:10]4)=[CH:5][CH:4]=3)=[CH:23][N:24]=2)[CH2:17][CH2:18]1. The yield is 0.770. (6) The reactants are [CH2:1]([O:3][C:4]1[CH:13]=[CH:12][CH:11]=[C:10]2[C:5]=1[CH:6]=[C:7]([CH:14]=[O:15])[CH:8]=[N:9]2)[CH3:2].[BH4-].[Na+]. The catalyst is C1COCC1. The product is [CH2:1]([O:3][C:4]1[CH:13]=[CH:12][CH:11]=[C:10]2[C:5]=1[CH:6]=[C:7]([CH2:14][OH:15])[CH:8]=[N:9]2)[CH3:2]. The yield is 0.410. (7) The reactants are C1(N(CCO)C(C2C(OCC3C=CC=CC=3)=C(O)N=C(CC3(C4C=CC=CC=4)CCCC3)N=2)=O)CC1.[Si]([O:44][CH2:45][CH2:46][N:47]([CH:77]1[CH2:81][CH2:80][CH2:79][CH2:78]1)[C:48]([C:50]1[C:55]([O:56][CH2:57][C:58]2[CH:63]=[CH:62][CH:61]=[CH:60][CH:59]=2)=[C:54]([OH:64])[N:53]=[C:52]([CH2:65][C:66]2([C:71]3[CH:76]=[CH:75][CH:74]=[CH:73][CH:72]=3)[CH2:70][CH2:69][CH2:68][CH2:67]2)[N:51]=1)=[O:49])(C(C)(C)C)(C)C. No catalyst specified. The product is [CH:77]1([N:47]([CH2:46][CH2:45][OH:44])[C:48]([C:50]2[C:55]([O:56][CH2:57][C:58]3[CH:59]=[CH:60][CH:61]=[CH:62][CH:63]=3)=[C:54]([OH:64])[N:53]=[C:52]([CH2:65][C:66]3([C:71]4[CH:76]=[CH:75][CH:74]=[CH:73][CH:72]=4)[CH2:70][CH2:69][CH2:68][CH2:67]3)[N:51]=2)=[O:49])[CH2:78][CH2:79][CH2:80][CH2:81]1. The yield is 0.878. (8) The reactants are Cl.[O:2]([C:9]1[CH:14]=[CH:13][C:12]([C:15]2[N:23]=[C:22]([N:24]3[CH2:29][CH2:28][NH:27][CH2:26][CH2:25]3)[CH:21]=[CH:20][C:16]=2[C:17]([OH:19])=[O:18])=[CH:11][CH:10]=1)[C:3]1[CH:8]=[CH:7][CH:6]=[CH:5][CH:4]=1.[C:30](Cl)(=[O:33])[CH:31]=[CH2:32]. The catalyst is C(Cl)Cl. The product is [C:30]([N:27]1[CH2:28][CH2:29][N:24]([C:22]2[N:23]=[C:15]([C:12]3[CH:11]=[CH:10][C:9]([O:2][C:3]4[CH:4]=[CH:5][CH:6]=[CH:7][CH:8]=4)=[CH:14][CH:13]=3)[C:16]([C:17]([OH:19])=[O:18])=[CH:20][CH:21]=2)[CH2:25][CH2:26]1)(=[O:33])[CH:31]=[CH2:32]. The yield is 0.110. (9) The reactants are O.[Sn](Cl)Cl.[Cl:5][C:6]1[CH:14]=[C:13]([Cl:15])[C:12]([N+:16]([O-])=O)=[CH:11][C:7]=1[C:8]([OH:10])=[O:9].C([O-])(O)=O.[Na+].CC(O)=O. The catalyst is CCO. The product is [Cl:5][C:6]1[CH:14]=[C:13]([Cl:15])[C:12]([NH2:16])=[CH:11][C:7]=1[C:8]([OH:10])=[O:9]. The yield is 0.960. (10) The reactants are [B:1]([C:4]1[CH:12]=[CH:11][C:7]([C:8]([OH:10])=O)=[CH:6][CH:5]=1)([OH:3])[OH:2].Cl.CN(C)CCCN=C=NCC.ON1C2C=CC=CC=2N=N1.C(N(CC)C(C)C)(C)C.[F:44][C:45]1([F:50])[CH2:49][CH2:48][NH:47][CH2:46]1. The catalyst is C(#N)C. The yield is 0.330. The product is [F:44][C:45]1([F:50])[CH2:49][CH2:48][N:47]([C:8]([C:7]2[CH:6]=[CH:5][C:4]([B:1]([OH:2])[OH:3])=[CH:12][CH:11]=2)=[O:10])[CH2:46]1.